From a dataset of Forward reaction prediction with 1.9M reactions from USPTO patents (1976-2016). Predict the product of the given reaction. (1) Given the reactants [N:1]1([CH2:6][CH:7]2[CH2:12][CH2:11][N:10]([C:13]3[CH:20]=[CH:19][C:16]([CH:17]=O)=[CH:15][CH:14]=3)[CH2:9][CH2:8]2)[CH2:5][CH2:4][CH2:3][CH2:2]1.[CH:21]1([NH2:27])[CH2:26][CH2:25][CH2:24][CH2:23][CH2:22]1, predict the reaction product. The product is: [CH:21]1([NH:27][CH2:17][C:16]2[CH:19]=[CH:20][C:13]([N:10]3[CH2:11][CH2:12][CH:7]([CH2:6][N:1]4[CH2:5][CH2:4][CH2:3][CH2:2]4)[CH2:8][CH2:9]3)=[CH:14][CH:15]=2)[CH2:26][CH2:25][CH2:24][CH2:23][CH2:22]1. (2) Given the reactants Br[C:2]1[S:3][CH:4]=[CH:5][N:6]=1.C(N(CC)CC)C.[CH:14]1([CH2:20][C:21]#[CH:22])[CH2:19][CH2:18][CH2:17][CH2:16][CH2:15]1.CCCCCC, predict the reaction product. The product is: [CH:14]1([CH2:20][C:21]#[C:22][C:2]2[S:3][CH:4]=[CH:5][N:6]=2)[CH2:19][CH2:18][CH2:17][CH2:16][CH2:15]1.